The task is: Predict the reaction yield, written as a fraction of the theoretical maximum amount of product (1.0 means a 100% yield; for example, 0.34 means a 34% yield).. This data is from Reaction yield outcomes from USPTO patents with 853,638 reactions. The reactants are [Br:1][C:2]1[N:7]=[C:6]([C:8](=[O:10])[CH3:9])[CH:5]=[CH:4][CH:3]=1.C(N(CC)CC)C.[C:18]([Si:22]([CH3:32])([CH3:31])S(OC(F)(F)F)(=O)=O)([CH3:21])([CH3:20])[CH3:19]. The catalyst is ClCCl.C(OCC)(=O)C. The product is [Br:1][C:2]1[CH:3]=[CH:4][CH:5]=[C:6]([C:8]([O:10][Si:22]([C:18]([CH3:21])([CH3:20])[CH3:19])([CH3:32])[CH3:31])=[CH2:9])[N:7]=1. The yield is 0.920.